Predict the reaction yield, written as a fraction of the theoretical maximum amount of product (1.0 means a 100% yield; for example, 0.34 means a 34% yield). From a dataset of Reaction yield outcomes from USPTO patents with 853,638 reactions. The reactants are C(OC([N:8]1[CH2:13][CH2:12][N:11]([C:14]2[CH:15]=[N:16][C:17]([NH:20][C:21]3[N:22]=[CH:23][C:24]4[CH:30]=[C:29]([NH:31]C(OC(C)(C)C)=O)[C:28](=[O:39])[N:27]([CH:40]5[CH2:44][CH2:43][CH2:42][CH2:41]5)[C:25]=4[N:26]=3)=[CH:18][CH:19]=2)[CH2:10][CH2:9]1)=O)(C)(C)C.C(Cl)(Cl)[Cl:46].CO. No catalyst specified. The product is [ClH:46].[NH2:31][C:29]1[C:28](=[O:39])[N:27]([CH:40]2[CH2:44][CH2:43][CH2:42][CH2:41]2)[C:25]2[N:26]=[C:21]([NH:20][C:17]3[CH:18]=[CH:19][C:14]([N:11]4[CH2:12][CH2:13][NH:8][CH2:9][CH2:10]4)=[CH:15][N:16]=3)[N:22]=[CH:23][C:24]=2[CH:30]=1. The yield is 1.00.